This data is from Full USPTO retrosynthesis dataset with 1.9M reactions from patents (1976-2016). The task is: Predict the reactants needed to synthesize the given product. (1) Given the product [Cl:13][C:12]1[N:11]2[N:14]=[C:15]([C:17]([O:19][CH2:20][CH3:21])=[O:18])[CH:16]=[C:10]2[N:9]=[C:8]([CH3:22])[C:7]=1[C@H:5]([OH:6])[C:4]([O:3][CH2:1][CH3:2])=[O:23], predict the reactants needed to synthesize it. The reactants are: [CH2:1]([O:3][C:4](=[O:23])[C:5]([C:7]1[C:8]([CH3:22])=[N:9][C:10]2[N:11]([N:14]=[C:15]([C:17]([O:19][CH2:20][CH3:21])=[O:18])[CH:16]=2)[C:12]=1[Cl:13])=[O:6])[CH3:2].CB1N2CCC[C@@H]2C(C2C=CC=CC=2)(C2C=CC=CC=2)O1.C1(C)C=CC=CC=1.C([O-])([O-])=O.[Na+].[Na+]. (2) The reactants are: Br[C:2]1[S:3][C:4]2[CH2:5][C:6]3[C:12]([C:13]4[CH:18]=[CH:17][C:16]([O:19][CH3:20])=[CH:15][CH:14]=4)=[N:11][N:10](COCC[Si](C)(C)C)[C:7]=3[C:8]=2[CH:9]=1.Cl. Given the product [CH3:20][O:19][C:16]1[CH:15]=[CH:14][C:13]([C:12]2[C:6]3[CH2:5][C:4]4[S:3][C:2]([C:13]5[CH:18]=[CH:17][CH:16]=[CH:15][CH:14]=5)=[CH:9][C:8]=4[C:7]=3[NH:10][N:11]=2)=[CH:18][CH:17]=1, predict the reactants needed to synthesize it. (3) The reactants are: [F:1][CH:2]([F:26])[CH2:3][O:4][C:5]1[CH:10]=[CH:9][N:8]=[C:7]([O:11][C@H:12]2[CH2:17][N:16](C(OC(C)(C)C)=O)[C@H:15]([CH3:25])[CH2:14][CH2:13]2)[CH:6]=1.Cl. Given the product [F:26][CH:2]([F:1])[CH2:3][O:4][C:5]1[CH:10]=[CH:9][N:8]=[C:7]([O:11][C@@H:12]2[CH2:13][CH2:14][C@@H:15]([CH3:25])[NH:16][CH2:17]2)[CH:6]=1, predict the reactants needed to synthesize it. (4) Given the product [CH:1]([O:4][C:5]([C:7]1[CH:12]=[CH:11][C:10]([CH2:17][CH3:18])=[C:9]([CH3:14])[N:8]=1)=[O:6])([CH3:3])[CH3:2], predict the reactants needed to synthesize it. The reactants are: [CH:1]([O:4][C:5]([C:7]1[CH:12]=[CH:11][C:10](Br)=[C:9]([CH3:14])[N:8]=1)=[O:6])([CH3:3])[CH3:2].Cl.O1CCO[CH2:18][CH2:17]1. (5) Given the product [CH3:1][O:2][C:3]1[CH:4]=[C:5]([NH:9][CH2:10][CH2:11][C:12]2[CH:17]=[CH:16][C:15]([C:18]([F:19])([F:21])[F:20])=[CH:14][CH:13]=2)[CH:6]=[CH:7][CH:8]=1, predict the reactants needed to synthesize it. The reactants are: [CH3:1][O:2][C:3]1[CH:4]=[C:5]([NH:9][C:10](=O)[CH2:11][C:12]2[CH:17]=[CH:16][C:15]([C:18]([F:21])([F:20])[F:19])=[CH:14][CH:13]=2)[CH:6]=[CH:7][CH:8]=1.B.O1CCCC1. (6) Given the product [CH3:26][O:25][CH2:24]/[CH:23]=[CH:22]/[C:2]1[CH:3]=[C:4]([CH3:13])[C:5]([CH3:12])=[C:6]([CH:11]=1)[C:7]([O:9][CH3:10])=[O:8], predict the reactants needed to synthesize it. The reactants are: Br[C:2]1[CH:3]=[C:4]([CH3:13])[C:5]([CH3:12])=[C:6]([CH:11]=1)[C:7]([O:9][CH3:10])=[O:8].CC1(C)C(C)(C)OB(/[CH:22]=[CH:23]/[CH2:24][O:25][CH3:26])O1.C([O-])([O-])=O.[Na+].[Na+]. (7) Given the product [O:66]=[S:62]1(=[O:65])[CH2:63][CH2:64][CH:60]([NH:59][S:56]([C:54]2[S:55][C:51]([C:19]3[CH:18]=[CH:17][N:16]=[C:15]4[NH:11][C:12]([C:29]5[CH2:30][CH2:31][CH2:32][N:33]([C:35]([O:37][C:38]([CH3:40])([CH3:39])[CH3:41])=[O:36])[CH:34]=5)=[CH:13][C:14]=34)=[CH:52][CH:53]=2)(=[O:58])=[O:57])[CH2:61]1, predict the reactants needed to synthesize it. The reactants are: CC1C=CC(S([N:11]2[C:15]3=[N:16][CH:17]=[CH:18][C:19](B4OC(C)(C)C(C)(C)O4)=[C:14]3[CH:13]=[C:12]2[C:29]2[CH2:30][CH2:31][CH2:32][N:33]([C:35]([O:37][C:38]([CH3:41])([CH3:40])[CH3:39])=[O:36])[CH:34]=2)(=O)=O)=CC=1.[O-]P([O-])([O-])=O.[K+].[K+].[K+].Br[C:51]1[S:55][C:54]([S:56]([NH:59][CH:60]2[CH2:64][CH2:63][S:62](=[O:66])(=[O:65])[CH2:61]2)(=[O:58])=[O:57])=[CH:53][CH:52]=1.[OH-].[Na+]. (8) Given the product [NH2:2][CH:3]1[C:4](=[O:16])[N:5]2[C:10]([C:11]([OH:12])=[O:15])=[C:9]([CH:13]=[N:17][OH:18])[CH2:8][S:7][C@H:6]12, predict the reactants needed to synthesize it. The reactants are: Cl.[NH2:2][CH:3]1[CH:6]2[S:7][CH2:8][C:9]3[CH:13](O)[O:12][C:11](=[O:15])[C:10]=3[N:5]2[C:4]1=[O:16].[NH2:17][OH:18].